This data is from NCI-60 drug combinations with 297,098 pairs across 59 cell lines. The task is: Regression. Given two drug SMILES strings and cell line genomic features, predict the synergy score measuring deviation from expected non-interaction effect. (1) Drug 1: CNC(=O)C1=CC=CC=C1SC2=CC3=C(C=C2)C(=NN3)C=CC4=CC=CC=N4. Drug 2: CNC(=O)C1=NC=CC(=C1)OC2=CC=C(C=C2)NC(=O)NC3=CC(=C(C=C3)Cl)C(F)(F)F. Cell line: MDA-MB-231. Synergy scores: CSS=56.0, Synergy_ZIP=1.91, Synergy_Bliss=1.62, Synergy_Loewe=-3.95, Synergy_HSA=-0.643. (2) Drug 1: C1=CN(C=N1)CC(O)(P(=O)(O)O)P(=O)(O)O. Drug 2: CC1C(C(CC(O1)OC2CC(OC(C2O)C)OC3=CC4=CC5=C(C(=O)C(C(C5)C(C(=O)C(C(C)O)O)OC)OC6CC(C(C(O6)C)O)OC7CC(C(C(O7)C)O)OC8CC(C(C(O8)C)O)(C)O)C(=C4C(=C3C)O)O)O)O. Cell line: NCI-H226. Synergy scores: CSS=26.3, Synergy_ZIP=1.52, Synergy_Bliss=3.47, Synergy_Loewe=1.25, Synergy_HSA=1.27. (3) Drug 1: C1=CC(=CC=C1CC(C(=O)O)N)N(CCCl)CCCl.Cl. Drug 2: CC1C(C(CC(O1)OC2CC(CC3=C2C(=C4C(=C3O)C(=O)C5=C(C4=O)C(=CC=C5)OC)O)(C(=O)CO)O)N)O.Cl. Cell line: MDA-MB-231. Synergy scores: CSS=39.2, Synergy_ZIP=-1.96, Synergy_Bliss=-2.07, Synergy_Loewe=-9.00, Synergy_HSA=-1.17.